Dataset: Forward reaction prediction with 1.9M reactions from USPTO patents (1976-2016). Task: Predict the product of the given reaction. The product is: [C:41]([NH:44][NH:45][C:37]([CH:34]1[CH2:35][CH2:36][N:31]([C:29]([O:28][C:24]([CH3:25])([CH3:26])[CH3:27])=[O:30])[CH:32]([CH3:40])[CH2:33]1)=[O:39])(=[O:43])[CH3:42]. Given the reactants C(P1(=O)OP(CCC)(=O)OP(CCC)(=O)O1)CC.CN(C=O)C.[C:24]([O:28][C:29]([N:31]1[CH2:36][CH2:35][CH:34]([C:37]([OH:39])=O)[CH2:33][CH:32]1[CH3:40])=[O:30])([CH3:27])([CH3:26])[CH3:25].[C:41]([NH:44][NH2:45])(=[O:43])[CH3:42].C(N(CC)CC)C, predict the reaction product.